From a dataset of Catalyst prediction with 721,799 reactions and 888 catalyst types from USPTO. Predict which catalyst facilitates the given reaction. (1) Reactant: Br.[Br:2][C:3]1[C:26]([F:27])=[CH:25][C:6]2[O:7][C:8]3[CH:24]=[CH:23][CH:22]=[CH:21][C:9]=3[C@H:10]3[C@H:15]([NH:16]C(=O)OC)[CH2:14][CH2:13][CH2:12][N:11]3[C:5]=2[CH:4]=1.[OH-].[Na+]. Product: [Br:2][C:3]1[C:26]([F:27])=[CH:25][C:6]2[O:7][C:8]3[CH:24]=[CH:23][CH:22]=[CH:21][C:9]=3[C@H:10]3[C@H:15]([NH2:16])[CH2:14][CH2:13][CH2:12][N:11]3[C:5]=2[CH:4]=1. The catalyst class is: 15. (2) Reactant: C([O:8][C:9]1[C:13]([CH:14]([C:16]2[CH:21]=[CH:20][CH:19]=[CH:18][C:17]=2[O:22]CC2C=CC=CC=2)O)=[C:12]([CH:30]([CH3:32])[CH3:31])[N:11]([CH2:33][CH2:34][OH:35])[N:10]=1)C1C=CC=CC=1. Product: [OH:22][C:17]1[CH:18]=[CH:19][CH:20]=[CH:21][C:16]=1[CH2:14][C:13]1[C:9](=[O:8])[NH:10][N:11]([CH2:33][CH2:34][OH:35])[C:12]=1[CH:30]([CH3:32])[CH3:31]. The catalyst class is: 129. (3) Reactant: [CH3:1][O:2][C:3](=[O:23])[CH:4]([C:10]1[CH:15]=[CH:14][C:13]([NH2:16])=[C:12]([O:17][CH2:18][C:19]([F:22])([F:21])[F:20])[CH:11]=1)[CH2:5][CH:6]1[CH2:9][CH2:8][CH2:7]1.[Br:24]N1C(=O)CCC1=O.O.C(Cl)Cl. Product: [CH3:1][O:2][C:3](=[O:23])[CH:4]([C:10]1[CH:11]=[C:12]([O:17][CH2:18][C:19]([F:22])([F:21])[F:20])[C:13]([NH2:16])=[C:14]([Br:24])[CH:15]=1)[CH2:5][CH:6]1[CH2:7][CH2:8][CH2:9]1. The catalyst class is: 22. (4) Reactant: [CH2:1]([O:3][C:4]([C:6]1[N:7]=[CH:8][NH:9][CH:10]=1)=[O:5])[CH3:2].[H-].[Na+].[CH2:13]([O:15][C:16]([C@@H:18]1[CH2:27][C@@H:26]2[C@@H:21]([CH2:22][CH2:23][C@H:24]([CH2:28]OS(C3C=CC=C([N+]([O-])=O)C=3)(=O)=O)[CH2:25]2)[CH2:20][N:19]1C(OC)=O)=[O:17])[CH3:14]. Product: [CH2:13]([O:15][C:16]([C@@H:18]1[CH2:27][C@@H:26]2[C@@H:21]([CH2:22][CH2:23][C@H:24]([CH2:28][N:9]3[CH:10]=[C:6]([C:4]([O:3][CH2:1][CH3:2])=[O:5])[N:7]=[CH:8]3)[CH2:25]2)[CH2:20][NH:19]1)=[O:17])[CH3:14]. The catalyst class is: 1. (5) Reactant: C([O:5][C:6](=[O:32])[C@H:7]([CH3:31])[NH:8][C:9](=[O:30])[CH2:10][CH2:11][CH2:12][O:13][C:14]1[CH:26]=[CH:25][C:17]2[C:18]([C:21]([F:24])([F:23])[F:22])=[N:19][O:20][C:16]=2[C:15]=1[CH2:27][CH2:28][CH3:29])(C)(C)C.C(O)(C(F)(F)F)=O. Product: [CH2:27]([C:15]1[C:16]2[O:20][N:19]=[C:18]([C:21]([F:24])([F:23])[F:22])[C:17]=2[CH:25]=[CH:26][C:14]=1[O:13][CH2:12][CH2:11][CH2:10][C:9]([NH:8][C@H:7]([C:6]([OH:32])=[O:5])[CH3:31])=[O:30])[CH2:28][CH3:29]. The catalyst class is: 2. (6) Reactant: C(OC([N:8]1[CH2:13][CH2:12][CH2:11][C@@H:10]([N:14]2[C:18]3[CH:19]=[CH:20][CH:21]=[CH:22][C:17]=3[N:16]=[C:15]2[C@@H:23]([NH:25][C:26]2[N:34]=[CH:33][N:32]=[C:31]3[C:27]=2[N:28]=[CH:29][N:30]3C2CCCCO2)[CH3:24])[CH2:9]1)=O)(C)(C)C.C(O)(C(F)(F)F)=O. Product: [NH:8]1[CH2:13][CH2:12][CH2:11][C@@H:10]([N:14]2[C:18]3[CH:19]=[CH:20][CH:21]=[CH:22][C:17]=3[N:16]=[C:15]2[C@@H:23]([NH:25][C:26]2[N:34]=[CH:33][N:32]=[C:31]3[C:27]=2[N:28]=[CH:29][NH:30]3)[CH3:24])[CH2:9]1. The catalyst class is: 2.